Task: Predict the product of the given reaction.. Dataset: Forward reaction prediction with 1.9M reactions from USPTO patents (1976-2016) Given the reactants ClC1C=C(C=CC=1Cl)[O:5][CH:6]1[CH2:11][CH2:10][N:9]([S:12]([C:15]2[C:16]([CH3:22])=[N:17][N:18](C)[C:19]=2[CH3:20])(=[O:14])=[O:13])[CH2:8][CH2:7]1.ClC1C=C(C=CC=1Cl)NCC1CCN(S(C2C(C)=NN(C)C=2C)(=O)=O)CC1.Cl.[Cl:55][C:56]1[CH:69]=[CH:68][C:59]([CH2:60]C2(O)CCNCC2)=[CH:58][CH:57]=1, predict the reaction product. The product is: [Cl:55][C:56]1[CH:69]=[CH:68][C:59]([CH2:60][C:6]2([OH:5])[CH2:7][CH2:8][N:9]([S:12]([C:15]3[C:19]([CH3:20])=[N:18][NH:17][C:16]=3[CH3:22])(=[O:13])=[O:14])[CH2:10][CH2:11]2)=[CH:58][CH:57]=1.